From a dataset of Reaction yield outcomes from USPTO patents with 853,638 reactions. Predict the reaction yield, written as a fraction of the theoretical maximum amount of product (1.0 means a 100% yield; for example, 0.34 means a 34% yield). (1) The reactants are [C:1]([NH:5][C:6](=[O:30])[C:7]1[CH:12]=[CH:11][C:10]([C:13]([C:20]2[NH:29][C:23]3=[N:24][CH:25]=[C:26]([F:28])[CH:27]=[C:22]3[CH:21]=2)=[CH:14][CH:15]2[CH2:19][CH2:18][CH2:17][CH2:16]2)=[CH:9][CH:8]=1)([CH3:4])([CH3:3])[CH3:2]. The catalyst is [Pd].CO. The product is [C:1]([NH:5][C:6](=[O:30])[C:7]1[CH:8]=[CH:9][C:10]([CH:13]([C:20]2[NH:29][C:23]3=[N:24][CH:25]=[C:26]([F:28])[CH:27]=[C:22]3[CH:21]=2)[CH2:14][CH:15]2[CH2:16][CH2:17][CH2:18][CH2:19]2)=[CH:11][CH:12]=1)([CH3:4])([CH3:2])[CH3:3]. The yield is 0.919. (2) The reactants are [F:1][C:2]1[CH:7]=[CH:6][C:5]([CH:8]2[C:17]([CH3:19])([CH3:18])[CH2:16][C:15]3[C:10](=[CH:11][CH:12]=[C:13]([C:20]([O-:22])=[O:21])[CH:14]=3)[NH:9]2)=[CH:4][C:3]=1[N+:23]([O-])=O.[CH:26]1([C:32]([OH:34])=O)[CH2:31][CH2:30][CH2:29][CH2:28][CH2:27]1.[CH:35](N(CC)C(C)C)(C)C.P(Cl)(Cl)(Cl)=O. The catalyst is ClCCl. The product is [CH:26]1([C:32]([NH:23][C:3]2[CH:4]=[C:5]([CH:8]3[C:17]([CH3:19])([CH3:18])[CH2:16][C:15]4[C:10](=[CH:11][CH:12]=[C:13]([C:20]([O:22][CH3:35])=[O:21])[CH:14]=4)[NH:9]3)[CH:6]=[CH:7][C:2]=2[F:1])=[O:34])[CH2:31][CH2:30][CH2:29][CH2:28][CH2:27]1. The yield is 0.860.